Dataset: NCI-60 drug combinations with 297,098 pairs across 59 cell lines. Task: Regression. Given two drug SMILES strings and cell line genomic features, predict the synergy score measuring deviation from expected non-interaction effect. (1) Drug 1: CC1=C2C(C(=O)C3(C(CC4C(C3C(C(C2(C)C)(CC1OC(=O)C(C(C5=CC=CC=C5)NC(=O)OC(C)(C)C)O)O)OC(=O)C6=CC=CC=C6)(CO4)OC(=O)C)OC)C)OC. Drug 2: CCC1=CC2CC(C3=C(CN(C2)C1)C4=CC=CC=C4N3)(C5=C(C=C6C(=C5)C78CCN9C7C(C=CC9)(C(C(C8N6C)(C(=O)OC)O)OC(=O)C)CC)OC)C(=O)OC.C(C(C(=O)O)O)(C(=O)O)O. Cell line: K-562. Synergy scores: CSS=80.9, Synergy_ZIP=3.73, Synergy_Bliss=1.31, Synergy_Loewe=2.44, Synergy_HSA=4.34. (2) Drug 1: C1CCC(C1)C(CC#N)N2C=C(C=N2)C3=C4C=CNC4=NC=N3. Drug 2: CC1C(C(CC(O1)OC2CC(CC3=C2C(=C4C(=C3O)C(=O)C5=C(C4=O)C(=CC=C5)OC)O)(C(=O)C)O)N)O.Cl. Cell line: HS 578T. Synergy scores: CSS=37.9, Synergy_ZIP=20.1, Synergy_Bliss=22.1, Synergy_Loewe=-6.02, Synergy_HSA=16.7. (3) Drug 1: CCC1(CC2CC(C3=C(CCN(C2)C1)C4=CC=CC=C4N3)(C5=C(C=C6C(=C5)C78CCN9C7C(C=CC9)(C(C(C8N6C=O)(C(=O)OC)O)OC(=O)C)CC)OC)C(=O)OC)O.OS(=O)(=O)O. Drug 2: C1CNP(=O)(OC1)N(CCCl)CCCl. Cell line: SW-620. Synergy scores: CSS=1.19, Synergy_ZIP=1.22, Synergy_Bliss=3.21, Synergy_Loewe=0.113, Synergy_HSA=0.277. (4) Drug 1: C1=CC(=CC=C1CCC2=CNC3=C2C(=O)NC(=N3)N)C(=O)NC(CCC(=O)O)C(=O)O. Drug 2: CC12CCC3C(C1CCC2O)C(CC4=C3C=CC(=C4)O)CCCCCCCCCS(=O)CCCC(C(F)(F)F)(F)F. Cell line: A498. Synergy scores: CSS=18.5, Synergy_ZIP=-0.608, Synergy_Bliss=-0.639, Synergy_Loewe=-8.14, Synergy_HSA=0.563.